Dataset: Forward reaction prediction with 1.9M reactions from USPTO patents (1976-2016). Task: Predict the product of the given reaction. (1) Given the reactants [Cl:1][C:2]1[C:10]2[C:5](=[CH:6][C:7]([C:11]([NH:13][CH:14]([C:24]3[CH:29]=[CH:28][CH:27]=[CH:26][C:25]=3[Cl:30])[CH2:15][O:16][CH2:17][CH:18]3[CH2:23][CH2:22][NH:21][CH2:20][CH2:19]3)=[O:12])=[CH:8][CH:9]=2)[NH:4][CH:3]=1.[CH:31](=O)[CH3:32], predict the reaction product. The product is: [Cl:1][C:2]1[C:10]2[C:5](=[CH:6][C:7]([C:11]([NH:13][CH:14]([C:24]3[CH:29]=[CH:28][CH:27]=[CH:26][C:25]=3[Cl:30])[CH2:15][O:16][CH2:17][CH:18]3[CH2:23][CH2:22][N:21]([CH2:31][CH3:32])[CH2:20][CH2:19]3)=[O:12])=[CH:8][CH:9]=2)[NH:4][CH:3]=1. (2) Given the reactants [C:1]1([C@@H:7]([NH:19][C:20]2[CH:25]=[CH:24][CH:23]=[CH:22][CH:21]=2)[C:8]([O:10][C@@H:11]2[CH:16]3[CH2:17][CH2:18][N:13]([CH2:14][CH2:15]3)[CH2:12]2)=[O:9])[CH:6]=[CH:5][CH:4]=[CH:3][CH:2]=1.[Br:26][CH2:27][C:28]([C:30]1[CH:35]=[CH:34][C:33]([N:36]([CH2:39][CH3:40])[CH2:37][CH3:38])=[CH:32][CH:31]=1)=[O:29], predict the reaction product. The product is: [Br-:26].[CH2:39]([N:36]([CH2:37][CH3:38])[C:33]1[CH:34]=[CH:35][C:30]([C:28](=[O:29])[CH2:27][N+:13]23[CH2:14][CH2:15][CH:16]([CH2:17][CH2:18]2)[C@@H:11]([O:10][C:8](=[O:9])[C@@H:7]([C:1]2[CH:2]=[CH:3][CH:4]=[CH:5][CH:6]=2)[NH:19][C:20]2[CH:25]=[CH:24][CH:23]=[CH:22][CH:21]=2)[CH2:12]3)=[CH:31][CH:32]=1)[CH3:40]. (3) Given the reactants Br[C:2]1[CH:6]=[CH:5][S:4][C:3]=1[C:7]([NH:9][CH2:10][C@@H:11]([C:33]([OH:35])=[O:34])[NH:12][C:13](=[O:32])[C:14]1[CH:19]=[CH:18][C:17]([C:20]([NH:22][CH2:23][C:24]2[CH:29]=[CH:28][CH:27]=[C:26]([OH:30])[CH:25]=2)=[O:21])=[CH:16][C:15]=1[Cl:31])=[O:8].BrC1SC(C(NC[C@@H](C(O)=O)NC(=O)C2C=CC(C(NCC3C=CC=C(O)C=3)=O)=CC=2Cl)=O)=CC=1.ClC1C=C(C(NCC2C=CC=C(O)C=2)=O)C=CC=1C(N[C@H](C(O)=O)CNC(C1SC=CC=1Cl)=O)=O.ClC1C=C(C(NCC2C=CC=C(O)C=2)=O)C=CC=1C(N[C@H](C(O)=O)CNC(C1SC(Cl)=CC=1)=O)=O.ClC1C=C(C(NCC2C=CC=C(O)C=2)=O)C=CC=1C(N[C@H](C(O)=O)CNC(C1SC(Br)=C(Br)C=1)=O)=O.ClC1C=C(C(NCC2C=CC=C(O)C=2)=O)C=CC=1C(N[C@H](C(O)=O)CNC(C1SC=CC=1C)=O)=O.ClC1C=C(C(NCC2C=CC=C(O)C=2)=O)C=CC=1C(N[C@H](C(O)=O)CNC(C1SC(C)=CC=1)=O)=O.ClC1C=C(C(NCC2C=CC=C(O)C=2)=O)C=CC=1C(N[C@H](C(O)=O)CNC(C1C=CSC=1)=O)=O, predict the reaction product. The product is: [Cl:31][C:15]1[CH:16]=[C:17]([C:20]([NH:22][CH2:23][C:24]2[CH:29]=[CH:28][CH:27]=[C:26]([OH:30])[CH:25]=2)=[O:21])[CH:18]=[CH:19][C:14]=1[C:13]([NH:12][C@H:11]([C:33]([OH:35])=[O:34])[CH2:10][NH:9][C:7]([C:3]1[S:4][CH:5]=[CH:6][CH:2]=1)=[O:8])=[O:32].